This data is from Forward reaction prediction with 1.9M reactions from USPTO patents (1976-2016). The task is: Predict the product of the given reaction. (1) Given the reactants [CH3:14][CH:12]([O:11][C:9](/N=N/[C:9]([O:11][CH:12]([CH3:14])C)=[O:10])=[O:10])C.[CH:15]1([N:19]2[CH2:24][CH2:23][CH:22]([OH:25])[CH2:21][CH2:20]2)[CH2:18][CH2:17][CH2:16]1.[CH:39]1[CH:44]=[CH:43][C:42](P([C:39]2[CH:44]=[CH:43][CH:42]=[CH:41][CH:40]=2)[C:39]2[CH:44]=[CH:43][CH:42]=[CH:41][CH:40]=2)=[CH:41][CH:40]=1.[CH2:45]1COCC1, predict the reaction product. The product is: [CH:15]1([N:19]2[CH2:20][CH2:21][CH:22]([O:25][C:42]3[CH:41]=[CH:40][C:39]([CH2:45][C:9]([O:11][CH2:12][CH3:14])=[O:10])=[CH:44][CH:43]=3)[CH2:23][CH2:24]2)[CH2:18][CH2:17][CH2:16]1. (2) Given the reactants [O:1]([C:8]1[CH:13]=[CH:12][C:11]([CH2:14][C:15]([OH:17])=O)=[CH:10][CH:9]=1)[C:2]1[CH:7]=[CH:6][CH:5]=[CH:4][CH:3]=1.[CH2:18](Cl)CCl.C1C=CC2N(O)N=NC=2C=1.CCN(CC)CC.[O:39]1[CH:43]=[CH:42][N:41]=[C:40]1[CH2:44][NH:45][C:46]1[C:54]2[C:49](=[CH:50][CH:51]=[C:52]([NH2:55])[CH:53]=2)[NH:48][N:47]=1, predict the reaction product. The product is: [CH2:2]([O:1][C:8]1[CH:9]=[CH:10][C:11]([CH2:14][C:15]([NH:55][C:52]2[CH:53]=[C:54]3[C:49](=[CH:50][CH:51]=2)[NH:48][N:47]=[C:46]3[NH:45][CH2:44][C:40]2[O:39][CH:43]=[CH:42][N:41]=2)=[O:17])=[CH:12][CH:13]=1)[C:7]1[CH:6]=[CH:5][CH:4]=[CH:3][CH:18]=1.